Predict the reaction yield, written as a fraction of the theoretical maximum amount of product (1.0 means a 100% yield; for example, 0.34 means a 34% yield). From a dataset of Reaction yield outcomes from USPTO patents with 853,638 reactions. (1) The reactants are [F:1][C:2]1[CH:7]=[CH:6][C:5]([C:8]2[C:16]3[C:11](=[N:12][CH:13]=[N:14][C:15]=3[NH2:17])[N:10]([CH:18]([CH3:20])[CH3:19])[N:9]=2)=[CH:4][C:3]=1[O:21]C.B(Br)(Br)Br. The product is [NH2:17][C:15]1[N:14]=[CH:13][N:12]=[C:11]2[N:10]([CH:18]([CH3:20])[CH3:19])[N:9]=[C:8]([C:5]3[CH:6]=[CH:7][C:2]([F:1])=[C:3]([OH:21])[CH:4]=3)[C:16]=12. The catalyst is C(Cl)Cl. The yield is 0.440. (2) The reactants are [F:1][C:2]1[C:11]([F:12])=[CH:10][C:5]([CH2:6]N(C)C)=[C:4]([OH:13])[CH:3]=1.[C:14]([O:17]C(=O)C)(=[O:16])[CH3:15].C[OH:22].[C:23]1([CH3:29])C=CC=CC=1. No catalyst specified. The product is [C:14]([O:17][CH2:6][C:5]1[CH:10]=[C:11]([F:12])[C:2]([F:1])=[CH:3][C:4]=1[O:13][C:23](=[O:22])[CH3:29])(=[O:16])[CH3:15]. The yield is 0.480.